From a dataset of NCI-60 drug combinations with 297,098 pairs across 59 cell lines. Regression. Given two drug SMILES strings and cell line genomic features, predict the synergy score measuring deviation from expected non-interaction effect. Drug 1: CN(C(=O)NC(C=O)C(C(C(CO)O)O)O)N=O. Drug 2: CC1C(C(CC(O1)OC2CC(CC3=C2C(=C4C(=C3O)C(=O)C5=CC=CC=C5C4=O)O)(C(=O)C)O)N)O. Cell line: HL-60(TB). Synergy scores: CSS=41.2, Synergy_ZIP=-0.395, Synergy_Bliss=-2.79, Synergy_Loewe=-1.14, Synergy_HSA=-0.138.